From a dataset of Forward reaction prediction with 1.9M reactions from USPTO patents (1976-2016). Predict the product of the given reaction. (1) Given the reactants [C:1]([O:5][C:6]([N:8]1[CH2:12][C@@H:11]([CH2:13][N:14]([CH:24]([CH3:26])[CH3:25])[C:15]([O:17][CH2:18][CH2:19][Si:20]([CH3:23])([CH3:22])[CH3:21])=[O:16])[C@H:10]([CH2:27][OH:28])[CH2:9]1)=[O:7])([CH3:4])([CH3:3])[CH3:2].CC(OI1(OC(C)=O)(OC(C)=O)OC(=O)C2C=CC=CC1=2)=O, predict the reaction product. The product is: [C:1]([O:5][C:6]([N:8]1[CH2:12][C@@H:11]([CH2:13][N:14]([CH:24]([CH3:25])[CH3:26])[C:15]([O:17][CH2:18][CH2:19][Si:20]([CH3:23])([CH3:22])[CH3:21])=[O:16])[C@H:10]([CH:27]=[O:28])[CH2:9]1)=[O:7])([CH3:3])([CH3:4])[CH3:2]. (2) Given the reactants [C:1]([N:8]1[CH2:13][CH2:12][CH:11]([OH:14])[CH2:10][CH2:9]1)([O:3][C:4]([CH3:7])([CH3:6])[CH3:5])=[O:2].[H-].[Na+].F[C:18]1[CH:23]=[CH:22][CH:21]=[CH:20][C:19]=1[S:24][CH3:25], predict the reaction product. The product is: [CH3:25][S:24][C:19]1[CH:20]=[CH:21][CH:22]=[CH:23][C:18]=1[O:14][CH:11]1[CH2:12][CH2:13][N:8]([C:1]([O:3][C:4]([CH3:7])([CH3:6])[CH3:5])=[O:2])[CH2:9][CH2:10]1. (3) Given the reactants C([Li])CCC.C(NC(C)C)(C)C.[O:13]=[C:14]1[CH2:19][CH2:18][CH2:17][N:16]([C:20]([O:22][C:23]([CH3:26])([CH3:25])[CH3:24])=[O:21])[CH2:15]1.[Li+].CC([N-]C(C)C)C.ClC1C=CC(N([S:43]([C:46]([F:49])([F:48])[F:47])(=[O:45])=[O:44])[S:43]([C:46]([F:49])([F:48])[F:47])(=[O:45])=[O:44])=NC=1, predict the reaction product. The product is: [F:47][C:46]([F:49])([F:48])[S:43]([O:13][C:14]1[CH2:15][N:16]([C:20]([O:22][C:23]([CH3:26])([CH3:25])[CH3:24])=[O:21])[CH2:17][CH2:18][CH:19]=1)(=[O:45])=[O:44].